From a dataset of Peptide-MHC class I binding affinity with 185,985 pairs from IEDB/IMGT. Regression. Given a peptide amino acid sequence and an MHC pseudo amino acid sequence, predict their binding affinity value. This is MHC class I binding data. (1) The peptide sequence is RLTDTEYRAR. The MHC is HLA-A68:01 with pseudo-sequence HLA-A68:01. The binding affinity (normalized) is 0.380. (2) The peptide sequence is IFKQSQEDML. The MHC is H-2-Kd with pseudo-sequence H-2-Kd. The binding affinity (normalized) is 0. (3) The peptide sequence is RPQVPLRPMTY. The MHC is HLA-A02:01 with pseudo-sequence HLA-A02:01. The binding affinity (normalized) is 0. (4) The peptide sequence is RISRFANL. The MHC is H-2-Kb with pseudo-sequence H-2-Kb. The binding affinity (normalized) is 0.906. (5) The peptide sequence is VGYYTFHPK. The MHC is HLA-B83:01 with pseudo-sequence HLA-B83:01. The binding affinity (normalized) is 0.213. (6) The peptide sequence is IILFILFFAY. The MHC is HLA-A11:01 with pseudo-sequence HLA-A11:01. The binding affinity (normalized) is 0.140. (7) The peptide sequence is FTGWRDPGL. The MHC is HLA-A02:01 with pseudo-sequence HLA-A02:01. The binding affinity (normalized) is 0.0847. (8) The peptide sequence is RSSPRETMK. The MHC is HLA-A24:03 with pseudo-sequence HLA-A24:03. The binding affinity (normalized) is 0.0847.